Dataset: Reaction yield outcomes from USPTO patents with 853,638 reactions. Task: Predict the reaction yield, written as a fraction of the theoretical maximum amount of product (1.0 means a 100% yield; for example, 0.34 means a 34% yield). (1) The reactants are [CH3:1][O:2][C:3](=[O:20])[NH:4][C:5]1[S:6][C:7]2[C:13]([CH:14]([OH:17])[CH2:15][Br:16])=[CH:12][CH:11]=[C:10]([O:18][CH3:19])[C:8]=2[N:9]=1. The catalyst is C(Cl)(Cl)Cl.O=[Mn]=O. The product is [CH3:1][O:2][C:3](=[O:20])[NH:4][C:5]1[S:6][C:7]2[C:13]([C:14](=[O:17])[CH2:15][Br:16])=[CH:12][CH:11]=[C:10]([O:18][CH3:19])[C:8]=2[N:9]=1. The yield is 0.730. (2) The reactants are [CH2:1]([N:8]1[CH2:13][CH2:12][N:11]([CH:14]2[CH2:19][CH2:18][CH:17]([O:20][C:21]3[N:22]=[CH:23][N:24]=[C:25]4[C:32]=3[C:31]3[C@@H:30]([CH2:33][C:34]#[N:35])[CH2:29][CH2:28][C:27]=3[S:26]4)[CH2:16][CH2:15]2)[CH2:10][CH2:9]1)[C:2]1[CH:7]=[CH:6][CH:5]=[CH:4][CH:3]=1.[OH:36][Li].O.OO. The catalyst is CO. The product is [CH2:1]([N:8]1[CH2:9][CH2:10][N:11]([CH:14]2[CH2:19][CH2:18][CH:17]([O:20][C:21]3[N:22]=[CH:23][N:24]=[C:25]4[C:32]=3[C:31]3[C@@H:30]([CH2:33][C:34]([NH2:35])=[O:36])[CH2:29][CH2:28][C:27]=3[S:26]4)[CH2:16][CH2:15]2)[CH2:12][CH2:13]1)[C:2]1[CH:3]=[CH:4][CH:5]=[CH:6][CH:7]=1. The yield is 0.320. (3) The reactants are [CH3:1][O:2][C:3](=[O:24])[CH2:4][CH2:5][C:6]([CH2:8][NH:9][C:10]([C@@H:12]1[CH2:16][CH2:15][CH2:14][N:13]1[C:17]([O:19][C:20]([CH3:23])([CH3:22])[CH3:21])=[O:18])=O)=O.COC1C=CC(P2(SP(C3C=CC(OC)=CC=3)(=S)S2)=[S:34])=CC=1.O. The catalyst is C1(C)C=CC=CC=1. The product is [CH3:1][O:2][C:3](=[O:24])[CH2:4][CH2:5][C:6]1[S:34][C:10]([C@@H:12]2[CH2:16][CH2:15][CH2:14][N:13]2[C:17]([O:19][C:20]([CH3:23])([CH3:22])[CH3:21])=[O:18])=[N:9][CH:8]=1. The yield is 0.820. (4) The reactants are [CH:1]1([C:7]2[CH:12]=[CH:11][C:10]([OH:13])=[CH:9][CH:8]=2)[CH2:6][CH2:5][CH2:4][CH2:3][CH2:2]1.Cl[C:15]1[C:20]([CH3:21])=[CH:19][C:18]([N+:22]([O-:24])=[O:23])=[C:17]([CH3:25])[CH:16]=1.C(=O)([O-])[O-].[K+].[K+]. The catalyst is CN(C)C=O. The product is [CH:1]1([C:7]2[CH:8]=[CH:9][C:10]([O:13][C:15]3[C:20]([CH3:21])=[CH:19][C:18]([N+:22]([O-:24])=[O:23])=[C:17]([CH3:25])[CH:16]=3)=[CH:11][CH:12]=2)[CH2:2][CH2:3][CH2:4][CH2:5][CH2:6]1. The yield is 0.889. (5) The catalyst is CO.CCOCC.[Pd]. The yield is 0.900. The product is [CH3:1][CH:2]1[C:7](=[O:8])[CH:6]2[CH2:9][CH2:10][N:3]1[CH2:4][CH2:5]2. The reactants are [CH2:1]=[C:2]1[C:7](=[O:8])[CH:6]2[CH2:9][CH2:10][N:3]1[CH2:4][CH2:5]2.C1COCC1. (6) The reactants are [C:1]1([S:7]([N:10]2[C:14]3=[N:15][CH:16]=[C:17]([Cl:19])[CH:18]=[C:13]3[C:12]([CH2:20][C:21]3[S:25][C:24]([NH2:26])=[N:23][C:22]=3[Cl:27])=[CH:11]2)(=[O:9])=[O:8])[CH:6]=[CH:5][CH:4]=[CH:3][CH:2]=1.[F:28][C:29]1[CH:30]=[C:31]([CH:35]=O)[CH:32]=[N:33][CH:34]=1.C([BH3-])#N.C(=O)([O-])[O-].[K+].[K+]. The catalyst is C(O)C.C(O)(=O)C. The product is [C:1]1([S:7]([N:10]2[C:14]3=[N:15][CH:16]=[C:17]([Cl:19])[CH:18]=[C:13]3[C:12]([CH2:20][C:21]3[S:25][C:24]([NH:26][CH2:35][C:31]4[CH:32]=[N:33][CH:34]=[C:29]([F:28])[CH:30]=4)=[N:23][C:22]=3[Cl:27])=[CH:11]2)(=[O:9])=[O:8])[CH:2]=[CH:3][CH:4]=[CH:5][CH:6]=1. The yield is 0.480. (7) The catalyst is CN(C)C(=O)C.C1C=CC([P]([Pd]([P](C2C=CC=CC=2)(C2C=CC=CC=2)C2C=CC=CC=2)([P](C2C=CC=CC=2)(C2C=CC=CC=2)C2C=CC=CC=2)[P](C2C=CC=CC=2)(C2C=CC=CC=2)C2C=CC=CC=2)(C2C=CC=CC=2)C2C=CC=CC=2)=CC=1.COC(C)(C)C. The reactants are [C:1]([O:5][C:6]([N:8]1[CH2:13][CH2:12][N:11]([C:14]2[C:19](Cl)=[N:18][CH:17]=[CH:16][N:15]=2)[CH2:10][CH2:9]1)=[O:7])([CH3:4])([CH3:3])[CH3:2].C(=O)([O-])[O-].[K+].[K+].[CH3:27][S:28]([C:31]1[CH:36]=[CH:35][C:34](B(O)O)=[CH:33][CH:32]=1)(=[O:30])=[O:29].O. The product is [C:1]([O:5][C:6]([N:8]1[CH2:13][CH2:12][N:11]([C:14]2[C:19]([C:34]3[CH:35]=[CH:36][C:31]([S:28]([CH3:27])(=[O:30])=[O:29])=[CH:32][CH:33]=3)=[N:18][CH:17]=[CH:16][N:15]=2)[CH2:10][CH2:9]1)=[O:7])([CH3:4])([CH3:3])[CH3:2]. The yield is 0.860. (8) The reactants are Cl[C:2]1[CH:7]=[CH:6][N:5]=[CH:4][C:3]=1[N+:8]([O-:10])=[O:9].[F:11][C@@H:12]1[CH2:17][CH2:16][NH:15][CH2:14][C@H:13]1[NH:18][C:19](=[O:25])[O:20][C:21]([CH3:24])([CH3:23])[CH3:22].C(N(CC)CC)C. The yield is 0.910. The product is [F:11][C@@H:12]1[CH2:17][CH2:16][N:15]([C:2]2[CH:7]=[CH:6][N:5]=[CH:4][C:3]=2[N+:8]([O-:10])=[O:9])[CH2:14][C@H:13]1[NH:18][C:19](=[O:25])[O:20][C:21]([CH3:23])([CH3:22])[CH3:24]. The catalyst is C(O)C.